From a dataset of Forward reaction prediction with 1.9M reactions from USPTO patents (1976-2016). Predict the product of the given reaction. Given the reactants [NH2:1][C:2]1[C:11]([OH:12])=[CH:10][CH:9]=[CH:8][C:3]=1[C:4]([O:6][CH3:7])=[O:5].[C:13](Cl)(=O)[CH3:14].C(N(CC)CC)C.N1C=CC=CC=1.CC1C=CC(S(O)(=O)=O)=CC=1, predict the reaction product. The product is: [CH3:13][C:14]1[O:12][C:11]2[C:2](=[C:3]([C:4]([O:6][CH3:7])=[O:5])[CH:8]=[CH:9][CH:10]=2)[N:1]=1.